This data is from Full USPTO retrosynthesis dataset with 1.9M reactions from patents (1976-2016). The task is: Predict the reactants needed to synthesize the given product. (1) Given the product [CH2:14]([O:16][C:17]([C:19]1([NH:28][C:11]([C:9]2[CH:8]=[CH:7][CH:6]=[C:5]3[C:10]=2[NH:1][CH2:2][CH2:3][CH2:4]3)=[O:13])[CH2:27][C:26]2[C:21](=[CH:22][CH:23]=[CH:24][CH:25]=2)[CH2:20]1)=[O:18])[CH3:15], predict the reactants needed to synthesize it. The reactants are: [NH:1]1[C:10]2[C:5](=[CH:6][CH:7]=[CH:8][C:9]=2[C:11]([OH:13])=O)[CH2:4][CH2:3][CH2:2]1.[CH2:14]([O:16][C:17]([C:19]1([NH2:28])[CH2:27][C:26]2[C:21](=[CH:22][CH:23]=[CH:24][CH:25]=2)[CH2:20]1)=[O:18])[CH3:15].CN(C(ON1N=NC2C=CC=NC1=2)=[N+](C)C)C.F[P-](F)(F)(F)(F)F.CCN(C(C)C)C(C)C. (2) Given the product [CH3:5][N:6]1[C:10]2[CH2:11][NH:12][C@H:13]([C:15]([O:17][CH3:18])=[O:16])[CH2:14][C:9]=2[N:8]=[CH:7]1, predict the reactants needed to synthesize it. The reactants are: S(Cl)(Cl)=O.[CH3:5][N:6]1[C:10]2[CH2:11][NH:12][C@H:13]([C:15]([OH:17])=[O:16])[CH2:14][C:9]=2[N:8]=[CH:7]1.[CH3:18]O. (3) Given the product [CH3:34][NH:35][C:14]([C:12]1[CH:11]=[CH:10][C:9]2[N:5]([CH2:4][CH2:3][O:2][CH3:1])[C:6]([NH:17][C:18]3[S:19][C:20]4[CH:26]=[C:25]([O:27][C:28]([F:29])([F:30])[F:31])[CH:24]=[CH:23][C:21]=4[N:22]=3)=[N:7][C:8]=2[CH:13]=1)=[O:16], predict the reactants needed to synthesize it. The reactants are: [CH3:1][O:2][CH2:3][CH2:4][N:5]1[C:9]2[CH:10]=[CH:11][C:12]([C:14]([OH:16])=O)=[CH:13][C:8]=2[N:7]=[C:6]1[NH:17][C:18]1[S:19][C:20]2[CH:26]=[C:25]([O:27][C:28]([F:31])([F:30])[F:29])[CH:24]=[CH:23][C:21]=2[N:22]=1.CN.[CH3:34][N:35](C(ON1N=NC2C=CC=CC1=2)=[N+](C)C)C.F[P-](F)(F)(F)(F)F.CCN(C(C)C)C(C)C. (4) Given the product [C:10]([O:14][C:15](=[O:29])[C@@H:16]([NH:21][C:22]([O:24][C:25]([CH3:28])([CH3:27])[CH3:26])=[O:23])[CH2:17][CH2:18][NH:19][C:6]1[C:5]([C:31]2[S:30][CH:34]=[CH:33][CH:32]=2)=[CH:4][N:3]=[C:2]([Cl:1])[N:7]=1)([CH3:13])([CH3:12])[CH3:11], predict the reactants needed to synthesize it. The reactants are: [Cl:1][C:2]1[N:7]=[C:6](Cl)[C:5](I)=[CH:4][N:3]=1.[C:10]([O:14][C:15](=[O:29])[C@@H:16]([NH:21][C:22]([O:24][C:25]([CH3:28])([CH3:27])[CH3:26])=[O:23])[CH2:17][CH2:18][NH:19]C)([CH3:13])([CH3:12])[CH3:11].[S:30]1[CH:34]=[CH:33][CH:32]=[C:31]1B(O)O. (5) Given the product [ClH:47].[ClH:47].[NH2:8][C@H:9]([C@@H:31]([OH:46])[CH2:32][C@H:33]([C:35](=[O:45])[NH:36][CH2:37][CH2:38][N:39]1[CH2:44][CH2:43][O:42][CH2:41][CH2:40]1)[CH3:34])[CH2:10][C@H:11]([CH3:28])[CH2:12][NH:13][C:14](=[O:27])[C:15]1[CH:20]=[CH:19][CH:18]=[CH:17][C:16]=1[O:21][CH2:22][CH2:23][CH2:24][O:25][CH3:26], predict the reactants needed to synthesize it. The reactants are: C(OC([NH:8][C@H:9]([C@@H:31]([OH:46])[CH2:32][C@H:33]([C:35](=[O:45])[NH:36][CH2:37][CH2:38][N:39]1[CH2:44][CH2:43][O:42][CH2:41][CH2:40]1)[CH3:34])[CH2:10][C@@H:11]([CH:28](C)C)[CH2:12][NH:13][C:14](=[O:27])[C:15]1[CH:20]=[CH:19][CH:18]=[CH:17][C:16]=1[O:21][CH2:22][CH2:23][CH2:24][O:25][CH3:26])=O)(C)(C)C.[ClH:47]. (6) Given the product [NH2:15][C:14]1[C:7]2[C:8](=[N:9][C:10]([CH3:11])=[C:5]([OH:4])[C:6]=2[CH3:23])[S:12][C:13]=1[C:16]([O:18][C:19]([CH3:22])([CH3:21])[CH3:20])=[O:17], predict the reactants needed to synthesize it. The reactants are: C([O:4][C:5]1[C:6]([CH3:23])=[C:7]2[C:14]([NH2:15])=[C:13]([C:16]([O:18][C:19]([CH3:22])([CH3:21])[CH3:20])=[O:17])[S:12][C:8]2=[N:9][C:10]=1[CH3:11])(=O)C.[Li+].[OH-]. (7) Given the product [Br:8][CH2:9][CH2:10][C:12]1[C:17]([CH3:18])=[CH:16][C:15]([NH:19][C:20](=[O:22])[CH3:21])=[C:14]([CH3:23])[CH:13]=1, predict the reactants needed to synthesize it. The reactants are: C([SiH](CC)CC)C.[Br:8][CH2:9][C:10]([C:12]1[C:17]([CH3:18])=[CH:16][C:15]([NH:19][C:20](=[O:22])[CH3:21])=[C:14]([CH3:23])[CH:13]=1)=O.